Dataset: Experimentally validated miRNA-target interactions with 360,000+ pairs, plus equal number of negative samples. Task: Binary Classification. Given a miRNA mature sequence and a target amino acid sequence, predict their likelihood of interaction. (1) Result: 0 (no interaction). The protein sequence of the target gene is MADQIPLYPVRSAGAAASHRRAAYYSSAGPGPGADRRGRYQLEDESAHLDEMPLMMSEEGFENDESDYHTLPRARITRRKRGLEWFVCGGWKFLCTSCCDWLINVCQRKKELKARTVWLGCPEKCEEKHPRNSIKNQKYNVFTFIPGVLYEQFKFFLNLYFLVVSCSQFVPALKIGYLYTYWAPLGFVLAVTIAREAIDEFRRFQRDKEMNSQLYSKLTVRGKVQVKSSDIQVGDLIIVEKNQRIPSDMVFLRTSEKAGSCFIRTDQLDGETDWKLKVAVSCTQRLPALGDLFSISAYVY.... The miRNA is hsa-miR-4453 with sequence GAGCUUGGUCUGUAGCGGUU. (2) The miRNA is hsa-miR-632 with sequence GUGUCUGCUUCCUGUGGGA. The protein sequence of the target gene is MAYQSLRLEYLQIPPVSRAYTTACVLTTAAVQLELITPFQLYFNPELIFKHFQIWRLITNFLFFGPVGFNFLFNMIFLYRYCRMLEEGSFRGRTADFVFMFLFGGFLMTLFGLFVSLVFLGQAFTIMLVYVWSRRNPYVRMNFFGLLNFQAPFLPWVLMGFSLLLGNSIIVDLLGIAVGHIYFFLEDVFPNQPGGIRILKTPSILKAIFDTPDEDPNYNPLPEERPGGFAWGEGQRLGG. Result: 1 (interaction).